This data is from Full USPTO retrosynthesis dataset with 1.9M reactions from patents (1976-2016). The task is: Predict the reactants needed to synthesize the given product. (1) Given the product [Cl:1][C:2]1[CH:38]=[CH:37][CH:36]=[CH:35][C:3]=1[C:4]([C:6]1[CH:34]=[CH:33][C:9]2[N:10]([CH2:14][CH2:15][O:16][C:17]3[CH:18]=[CH:19][C:20]([CH2:21][CH:22]([C:23]([O:25][CH3:26])=[O:24])[C:27]([O:29][CH3:30])=[O:28])=[CH:31][CH:32]=3)[C:11](=[O:13])[S:12][C:8]=2[CH:7]=1)=[O:5], predict the reactants needed to synthesize it. The reactants are: [Cl:1][C:2]1[CH:38]=[CH:37][CH:36]=[CH:35][C:3]=1[C:4]([C:6]1[CH:34]=[CH:33][C:9]2[N:10]([CH2:14][CH2:15][O:16][C:17]3[CH:32]=[CH:31][C:20]([CH:21]=[C:22]([C:27]([O:29][CH3:30])=[O:28])[C:23]([O:25][CH3:26])=[O:24])=[CH:19][CH:18]=3)[C:11](=[O:13])[S:12][C:8]=2[CH:7]=1)=[O:5]. (2) Given the product [CH3:51][C@H:11]1[C@H:12]2[CH2:13][C@H:14]3[C:15]([CH3:16])([CH3:17])[C@@H:3]([CH2:4][CH2:5][C@:7]2([CH3:58])[CH2:8][CH2:9][CH2:10]1)[C@H:2]([CH3:1])[CH2:19][CH2:18]3, predict the reactants needed to synthesize it. The reactants are: [CH3:1][C:2]1[C@@H:19](OC([C@H](O)[C@@H](NC(C2C=CC=CC=2)=O)C2C=CC=CC=2)=O)[CH2:18][C@:14]2(O)[C:15]([CH3:17])([CH3:16])[C:3]=1[C@@H:4](OC(C)=O)[C:5]([C@@:7]1([CH3:58])[C@H:12]([C@@H:13]2OC(C2C=CC=CC=2)=O)[C@:11]2(OC(C)=O)[CH2:51]O[C@@H:10]2[CH2:9][C@@H:8]1O)=O.CC1[C@@H](OC([C@H](O)[C@@H](NC(OC(C)(C)C)=O)C2C=CC=CC=2)=O)C[C@]2(O)C(C)(C)C=1[C@@H](O)C([C@@]1(C)[C@H]([C@@H]2OC(C2C=CC=CC=2)=O)[C@]2(OC(C)=O)CO[C@@H]2C[C@@H]1O)=O. (3) Given the product [NH2:8][CH2:9][CH2:10][CH2:11][C:12]1[N:16]=[C:15]([CH2:17][CH2:18][CH2:19][CH3:20])[N:14]([CH2:21][C:22]2[CH:27]=[CH:26][C:25]([C:28]3[CH:33]=[CH:32][CH:31]=[CH:30][C:29]=3[C:34]3[NH:38][N:37]=[N:36][N:35]=3)=[CH:24][CH:23]=2)[N:13]=1, predict the reactants needed to synthesize it. The reactants are: C([NH:8][CH2:9][CH2:10][CH2:11][C:12]1[N:16]=[C:15]([CH2:17][CH2:18][CH2:19][CH3:20])[N:14]([CH2:21][C:22]2[CH:27]=[CH:26][C:25]([C:28]3[CH:33]=[CH:32][CH:31]=[CH:30][C:29]=3[C:34]3[NH:38][N:37]=[N:36][N:35]=3)=[CH:24][CH:23]=2)[N:13]=1)(OC(C)(C)C)=O. (4) Given the product [OH:27][C:17]1[C:16]([O:15][CH3:14])=[CH:23][C:22]([N+:24]([O-:26])=[O:25])=[CH:21][C:18]=1[CH2:19][N:4]1[CH2:5][CH2:6][N:1]([C:7]2[N:12]=[CH:11][NH:10][C:9](=[O:13])[CH:8]=2)[CH2:2][CH2:3]1, predict the reactants needed to synthesize it. The reactants are: [N:1]1([C:7]2[N:12]=[CH:11][NH:10][C:9](=[O:13])[CH:8]=2)[CH2:6][CH2:5][NH:4][CH2:3][CH2:2]1.[CH3:14][O:15][C:16]1[CH:23]=[C:22]([N+:24]([O-:26])=[O:25])[CH:21]=[C:18]([CH:19]=O)[C:17]=1[OH:27]. (5) Given the product [Cl:1][C:2]1[CH:3]=[C:4]([CH:7]=[C:8]([Cl:31])[C:9]=1[NH:10][C:11]1[S:12][C:13]2[N:14]=[CH:15][N:16]=[C:17]([NH:20][C:21]3[CH:26]=[CH:25][C:24]([C:27]([F:30])([F:29])[F:28])=[CH:23][CH:22]=3)[C:18]=2[N:19]=1)[CH:5]=[O:45], predict the reactants needed to synthesize it. The reactants are: [Cl:1][C:2]1[CH:3]=[C:4]([CH:7]=[C:8]([Cl:31])[C:9]=1[NH:10][C:11]1[S:12][C:13]2[N:14]=[CH:15][N:16]=[C:17]([NH:20][C:21]3[CH:26]=[CH:25][C:24]([C:27]([F:30])([F:29])[F:28])=[CH:23][CH:22]=3)[C:18]=2[N:19]=1)[C:5]#N.[H-].C([Al+]CC(C)C)C(C)C.C1C[O:45]CC1. (6) Given the product [CH3:15][O:16][N:17]([CH3:18])[C:5](=[O:13])[CH2:6][CH2:7][CH2:8][CH2:9][CH:10]=[CH2:11], predict the reactants needed to synthesize it. The reactants are: C(Cl)CCl.[C:5]([OH:13])(=O)[CH2:6][CH2:7][CH2:8][CH2:9][CH:10]=[CH2:11].[Cl-].[CH3:15][O:16][NH2+:17][CH3:18]. (7) Given the product [CH3:26][N:11]([C:12]1[CH:13]=[CH:14][CH:15]=[C:16]2[C:20]=1[NH:19][C:18]([C:21]1[S:22][CH:23]=[CH:24][N:25]=1)=[CH:17]2)[S:8]([C:7]1[CH:6]=[CH:5][S:4][C:3]=1[CH2:2][S:33][CH2:34][C:35]([O:37][CH3:38])=[O:36])(=[O:10])=[O:9], predict the reactants needed to synthesize it. The reactants are: Cl[CH2:2][C:3]1[S:4][CH:5]=[CH:6][C:7]=1[S:8]([N:11]([CH3:26])[C:12]1[CH:13]=[CH:14][CH:15]=[C:16]2[C:20]=1[NH:19][C:18]([C:21]1[S:22][CH:23]=[CH:24][N:25]=1)=[CH:17]2)(=[O:10])=[O:9].C(=O)([O-])[O-].[K+].[K+].[SH:33][CH2:34][C:35]([O:37][CH3:38])=[O:36].O. (8) Given the product [Cl:20][C:21]1[CH:22]=[C:23]([CH:26]=[CH:27][C:28]=1[Cl:29])[CH2:24][NH:25][C:2]1[C:11]2[C:6](=[C:7]([O:12][C:13]3[CH:18]=[CH:17][CH:16]=[CH:15][N:14]=3)[CH:8]=[CH:9][CH:10]=2)[N:5]=[C:4]([CH3:19])[CH:3]=1, predict the reactants needed to synthesize it. The reactants are: Cl[C:2]1[C:11]2[C:6](=[C:7]([O:12][C:13]3[CH:18]=[CH:17][CH:16]=[CH:15][N:14]=3)[CH:8]=[CH:9][CH:10]=2)[N:5]=[C:4]([CH3:19])[CH:3]=1.[Cl:20][C:21]1[CH:22]=[C:23]([CH:26]=[CH:27][C:28]=1[Cl:29])[CH2:24][NH2:25]. (9) Given the product [CH3:11][C:1]1[CH:6]=[CH:5][C:4]([S:7]([O:24][CH2:23][CH2:22][O:21][CH2:20][CH2:19][O:18][CH2:17][CH2:16][O:15][CH3:14])(=[O:9])=[O:8])=[CH:3][CH:2]=1, predict the reactants needed to synthesize it. The reactants are: [C:1]1([CH3:11])[CH:6]=[CH:5][C:4]([S:7](Cl)(=[O:9])=[O:8])=[CH:3][CH:2]=1.[OH-].[Na+].[CH3:14][O:15][CH2:16][CH2:17][O:18][CH2:19][CH2:20][O:21][CH2:22][CH2:23][OH:24].